From a dataset of Catalyst prediction with 721,799 reactions and 888 catalyst types from USPTO. Predict which catalyst facilitates the given reaction. (1) Reactant: [O:1]1[C:9]2[C:4](=[N:5][CH:6]=[CH:7][CH:8]=2)[O:3][CH:2]1[C:10](OC)=[O:11].[H-].[H-].[H-].[H-].[Li+].[Al+3].[NH4+].[Cl-]. Product: [O:1]1[C:9]2[C:4](=[N:5][CH:6]=[CH:7][CH:8]=2)[O:3][CH:2]1[CH2:10][OH:11]. The catalyst class is: 299. (2) Reactant: [Cl:1][C:2]1[CH:3]=[CH:4][C:5]([O:26][CH2:27][C:28]2[CH:33]=[CH:32][CH:31]=[CH:30][CH:29]=2)=[C:6]([CH2:8][N:9]2[C:13]([CH3:14])=[CH:12][C:11]([C:15]([NH:17][C:18]3[CH:23]=[CH:22][C:21]([CH2:24][OH:25])=[CH:20][CH:19]=3)=[O:16])=[N:10]2)[CH:7]=1.CC(OI1(OC(C)=O)(OC(C)=O)OC(=O)C2C=CC=CC1=2)=O. Product: [Cl:1][C:2]1[CH:3]=[CH:4][C:5]([O:26][CH2:27][C:28]2[CH:29]=[CH:30][CH:31]=[CH:32][CH:33]=2)=[C:6]([CH2:8][N:9]2[C:13]([CH3:14])=[CH:12][C:11]([C:15]([NH:17][C:18]3[CH:23]=[CH:22][C:21]([CH:24]=[O:25])=[CH:20][CH:19]=3)=[O:16])=[N:10]2)[CH:7]=1. The catalyst class is: 4. (3) Reactant: ClC1C=C(O[C:9]2[CH:10]=[C:11]([C:34]#[N:35])[C:12](N3CCN(C(OC(C)(C)C)=O)[C@H](C4CC4)C3)=[N:13][C:14]=2[CH:15]2[CH2:17][CH2:16]2)C=CN=1.C(O)(C(F)(F)F)=[O:37]. Product: [CH:15]1([C:14]2[CH:9]=[CH:10][C:11]([C:34]#[N:35])=[C:12]([OH:37])[N:13]=2)[CH2:17][CH2:16]1. The catalyst class is: 2. (4) Reactant: C([O:8][C:9]1[C:10]2[N:11]([C:15]([C:19]([NH:21][C@H:22]([CH2:25][CH2:26][CH2:27][CH3:28])[CH2:23][OH:24])=[O:20])=[C:16]([CH3:18])[N:17]=2)[CH:12]=[CH:13][CH:14]=1)C1C=CC=CC=1.[H][H]. Product: [OH:8][C:9]1[C:10]2[N:11]([C:15]([C:19]([NH:21][C@H:22]([CH2:25][CH2:26][CH2:27][CH3:28])[CH2:23][OH:24])=[O:20])=[C:16]([CH3:18])[N:17]=2)[CH:12]=[CH:13][CH:14]=1. The catalyst class is: 78.